Dataset: Catalyst prediction with 721,799 reactions and 888 catalyst types from USPTO. Task: Predict which catalyst facilitates the given reaction. (1) Reactant: CN(C=O)C.[Br:6][C:7]1[C:15]2[N:14]=[C:13]([CH:16]3[CH2:18][CH2:17]3)[NH:12][C:11]=2[CH:10]=[C:9]([N+:19]([O-:21])=[O:20])[CH:8]=1.Br[CH2:23][C:24]1[CH:29]=[CH:28][CH:27]=[C:26]([C:30]([F:33])([F:32])[F:31])[C:25]=1[CH3:34].C(=O)([O-])[O-].[K+].[K+]. Product: [Br:6][C:7]1[C:15]2[N:14]=[C:13]([CH:16]3[CH2:18][CH2:17]3)[N:12]([CH2:23][C:24]3[CH:29]=[CH:28][CH:27]=[C:26]([C:30]([F:31])([F:32])[F:33])[C:25]=3[CH3:34])[C:11]=2[CH:10]=[C:9]([N+:19]([O-:21])=[O:20])[CH:8]=1. The catalyst class is: 6. (2) Reactant: [Br:1][C:2]1[CH:3]=[C:4]([N+:14]([O-:16])=[O:15])[C:5]([NH:8][CH2:9][CH2:10][CH2:11][O:12][CH3:13])=[N:6][CH:7]=1.[H-].[Na+].I[CH3:20]. Product: [Br:1][C:2]1[CH:3]=[C:4]([N+:14]([O-:16])=[O:15])[C:5]([N:8]([CH2:9][CH2:10][CH2:11][O:12][CH3:13])[CH3:20])=[N:6][CH:7]=1. The catalyst class is: 18. (3) The catalyst class is: 59. Product: [C:1]([C:5]1[O:9][N:8]=[C:7]([C:10]2[CH:15]=[C:14]([O:16][CH2:17][C:18]3[CH:23]=[CH:22][C:21]([F:24])=[CH:20][CH:19]=3)[C:13]([CH:25]3[CH2:27][CH2:26]3)=[C:12]([Cl:32])[N:11]=2)[N:6]=1)([CH3:4])([CH3:3])[CH3:2]. Reactant: [C:1]([C:5]1[O:9][N:8]=[C:7]([C:10]2[CH:15]=[C:14]([O:16][CH2:17][C:18]3[CH:23]=[CH:22][C:21]([F:24])=[CH:20][CH:19]=3)[C:13]([CH:25]3[CH2:27][CH2:26]3)=[CH:12][N+:11]=2[O-])[N:6]=1)([CH3:4])([CH3:3])[CH3:2].C(Cl)(=O)C([Cl:32])=O. (4) Product: [CH3:1][N:30]1[CH2:31][CH2:32][C:27]2([CH2:26][C:25]3[C:20](=[N:21][CH:22]=[C:23](/[CH:33]=[CH:34]/[C:35]([OH:37])=[O:36])[CH:24]=3)[NH:19][C:18]2=[O:17])[CH2:28][CH2:29]1. Reactant: [C:1](O[BH-](OC(=O)C)OC(=O)C)(=O)C.[Na+].C=O.[O:17]=[C:18]1[C:27]2([CH2:32][CH2:31][NH:30][CH2:29][CH2:28]2)[CH2:26][C:25]2[C:20](=[N:21][CH:22]=[C:23](/[CH:33]=[CH:34]/[C:35]([OH:37])=[O:36])[CH:24]=2)[NH:19]1. The catalyst class is: 26. (5) Reactant: [I-].C[S+](C)(C)=O.[C:7](O[K])(C)(C)[CH3:8].[CH3:13][C@@H:14]1[CH2:19][C:18](=[O:20])[CH2:17][CH2:16][N:15]1[C@@H:21]([C:23]1[CH:28]=[CH:27][CH:26]=[CH:25][CH:24]=1)[CH3:22].O. Product: [CH3:13][C@H:14]1[N:15]([C@@H:21]([C:23]2[CH:24]=[CH:25][CH:26]=[CH:27][CH:28]=2)[CH3:22])[CH2:16][CH2:17][C@:18]2([O:20][CH2:8][CH2:7]2)[CH2:19]1. The catalyst class is: 218. (6) Reactant: [NH2:1][C:2]1[N:6]([C@H:7]2[CH2:12][CH2:11][C@@H:10]([CH3:13])[NH:9][CH2:8]2)[N:5]=[C:4]([C:14]2[CH:19]=[CH:18][C:17]([O:20][C:21]3[CH:26]=[CH:25][C:24]([F:27])=[CH:23][C:22]=3[F:28])=[CH:16][CH:15]=2)[C:3]=1[C:29]([NH2:31])=[O:30].C(=O)([O-])[O-].[Cs+].[Cs+].[N:38]#[C:39]Br.O. Product: [NH2:1][C:2]1[N:6]([C@@H:7]2[CH2:12][CH2:11][C@H:10]([CH3:13])[N:9]([C:39]#[N:38])[CH2:8]2)[N:5]=[C:4]([C:14]2[CH:15]=[CH:16][C:17]([O:20][C:21]3[CH:26]=[CH:25][C:24]([F:27])=[CH:23][C:22]=3[F:28])=[CH:18][CH:19]=2)[C:3]=1[C:29]([NH2:31])=[O:30]. The catalyst class is: 9. (7) Reactant: [C:1]1([CH:7]([CH2:10][CH2:11][CH3:12])C=O)[CH:6]=[CH:5][CH:4]=[CH:3][CH:2]=1.[C:13]([NH:17][OH:18])([CH3:16])([CH3:15])[CH3:14].[CH3:19]O. The catalyst class is: 33. Product: [C:13]([N+:17]([O-:18])=[CH:19][CH2:12][CH2:11][CH2:10][CH2:7][C:1]1[CH:2]=[CH:3][CH:4]=[CH:5][CH:6]=1)([CH3:16])([CH3:15])[CH3:14].